This data is from Full USPTO retrosynthesis dataset with 1.9M reactions from patents (1976-2016). The task is: Predict the reactants needed to synthesize the given product. (1) Given the product [F:14][C:15]1[CH:22]=[CH:21][C:18](/[CH:19]=[C:9]2/[C:10](=[O:11])/[C:12](=[CH:19]/[C:18]3[CH:21]=[CH:22][C:15]([F:14])=[CH:16][CH:17]=3)/[O:13][C:4]3[CH:3]=[C:2]([CH3:1])[CH:7]=[CH:6][C:5]=3[O:8]/2)=[CH:17][CH:16]=1, predict the reactants needed to synthesize it. The reactants are: [CH3:1][C:2]1[CH:7]=[CH:6][C:5]2[O:8][CH2:9][C:10]([CH2:12][O:13][C:4]=2[CH:3]=1)=[O:11].[F:14][C:15]1[CH:22]=[CH:21][C:18]([CH:19]=O)=[CH:17][CH:16]=1. (2) Given the product [CH:8]([C:10]1[CH:17]=[CH:16][C:13]([CH2:14][O:15][CH2:24][CH2:23][CH2:22][CH2:21][CH2:20][CH2:19][Br:18])=[CH:12][CH:11]=1)=[CH2:9], predict the reactants needed to synthesize it. The reactants are: CN(C=O)C.[H-].[Na+].[CH:8]([C:10]1[CH:17]=[CH:16][C:13]([CH2:14][OH:15])=[CH:12][CH:11]=1)=[CH2:9].[Br:18][CH2:19][CH2:20][CH2:21][CH2:22][CH2:23][CH2:24]Br. (3) Given the product [Cl:24][C:21]1[CH:22]=[CH:23][C:18]([C:8]2([C:5]3[CH:4]=[CH:3][C:2]([Cl:1])=[CH:7][CH:6]=3)[CH2:12][CH2:11][N:10]([CH2:13][C:14]([N:28]3[CH2:27][CH2:26][N:25]([C:31]([O:33][C:34]([CH3:37])([CH3:36])[CH3:35])=[O:32])[CH2:30][CH2:29]3)=[O:15])[C:9]2=[O:17])=[CH:19][CH:20]=1, predict the reactants needed to synthesize it. The reactants are: [Cl:1][C:2]1[CH:7]=[CH:6][C:5]([C:8]2([C:18]3[CH:23]=[CH:22][C:21]([Cl:24])=[CH:20][CH:19]=3)[CH2:12][CH2:11][N:10]([CH2:13][C:14](O)=[O:15])[C:9]2=[O:17])=[CH:4][CH:3]=1.[N:25]1([C:31]([O:33][C:34]([CH3:37])([CH3:36])[CH3:35])=[O:32])[CH2:30][CH2:29][NH:28][CH2:27][CH2:26]1.Cl.CN(C)CCCN=C=NCC. (4) The reactants are: Cl[CH2:2][C:3]1[NH:4][C:5](=[O:17])[C:6]2[O:11][N:10]=[C:9]([CH:12]3[CH2:16][CH2:15][CH2:14][CH2:13]3)[C:7]=2[N:8]=1.[NH2:18][CH2:19][CH2:20][OH:21].CO.O. Given the product [CH:12]1([C:9]2[C:7]3[N:8]=[C:3]([CH2:2][NH:18][CH2:19][CH2:20][OH:21])[NH:4][C:5](=[O:17])[C:6]=3[O:11][N:10]=2)[CH2:16][CH2:15][CH2:14][CH2:13]1, predict the reactants needed to synthesize it. (5) Given the product [CH3:44][C:39]1([CH3:45])[C:40]([CH3:43])([CH3:42])[O:41][B:37]([C:2]2[CH:7]=[CH:6][C:5]([N:8]([C:30]3[CH:35]=[CH:34][C:33]([CH3:36])=[CH:32][CH:31]=3)[C:9]3[CH:14]=[CH:13][C:12]([N:15]([C:23]4[CH:28]=[CH:27][C:26]([CH3:29])=[CH:25][CH:24]=4)[C:16](=[O:22])[O:17][C:18]([CH3:21])([CH3:20])[CH3:19])=[CH:11][CH:10]=3)=[CH:4][CH:3]=2)[O:38]1, predict the reactants needed to synthesize it. The reactants are: Br[C:2]1[CH:7]=[CH:6][C:5]([N:8]([C:30]2[CH:35]=[CH:34][C:33]([CH3:36])=[CH:32][CH:31]=2)[C:9]2[CH:14]=[CH:13][C:12]([N:15]([C:23]3[CH:28]=[CH:27][C:26]([CH3:29])=[CH:25][CH:24]=3)[C:16](=[O:22])[O:17][C:18]([CH3:21])([CH3:20])[CH3:19])=[CH:11][CH:10]=2)=[CH:4][CH:3]=1.[B:37]1([B:37]2[O:41][C:40]([CH3:43])([CH3:42])[C:39]([CH3:45])([CH3:44])[O:38]2)[O:41][C:40]([CH3:43])([CH3:42])[C:39]([CH3:45])([CH3:44])[O:38]1.CC([O-])=O.[K+].C(Cl)Cl. (6) Given the product [Cl:15][C:13]1[CH:12]=[C:11]([C:16]#[CH:17])[C:10]([CH3:22])=[C:9]([NH:5][C:6](=[O:8])[O:7][C:47]([CH3:53])([CH3:52])[CH3:48])[CH:14]=1, predict the reactants needed to synthesize it. The reactants are: CC([N:5]([C:9]1[CH:14]=[C:13]([Cl:15])[CH:12]=[C:11]([C:16]#[C:17]C(O)(C)C)[C:10]=1[CH3:22])[C:6](=[O:8])[O-:7])(C)C.C(=O)([O-])[O-].[K+].[K+].C1OCCOCCOCCOCCOCCOC1.[C:47]1([CH3:53])[CH:52]=CC=C[CH:48]=1. (7) Given the product [CH2:1]([O:8][C:9]([NH:11][C@H:12]1[CH2:16][CH2:15][N:14]([NH2:17])[C:13]1=[O:25])=[O:10])[C:2]1[CH:7]=[CH:6][CH:5]=[CH:4][CH:3]=1, predict the reactants needed to synthesize it. The reactants are: [CH2:1]([O:8][C:9]([NH:11][C@H:12]1[CH2:16][CH2:15][N:14]([NH:17]C(OC(C)(C)C)=O)[C:13]1=[O:25])=[O:10])[C:2]1[CH:7]=[CH:6][CH:5]=[CH:4][CH:3]=1. (8) Given the product [C:31]([N:1]1[CH2:6][CH2:5][CH:4]([NH:7][C:8]([C:10]2[C:14]3[N:15]=[CH:16][N:17]=[C:18]([C:19]4[C:27]5[O:26][CH2:25][O:24][C:23]=5[CH:22]=[CH:21][C:20]=4[O:28][CH2:29][CH3:30])[C:13]=3[NH:12][CH:11]=2)=[O:9])[CH2:3][CH2:2]1)(=[O:34])[CH2:32][CH3:33], predict the reactants needed to synthesize it. The reactants are: [NH:1]1[CH2:6][CH2:5][CH:4]([NH:7][C:8]([C:10]2[C:14]3[N:15]=[CH:16][N:17]=[C:18]([C:19]4[C:27]5[O:26][CH2:25][O:24][C:23]=5[CH:22]=[CH:21][C:20]=4[O:28][CH2:29][CH3:30])[C:13]=3[NH:12][CH:11]=2)=[O:9])[CH2:3][CH2:2]1.[C:31](Cl)(=[O:34])[CH2:32][CH3:33]. (9) Given the product [F:1][C:2]1[C:7]([NH:29][C:26]2[CH:25]=[C:24]([O:23][CH3:22])[NH:28][N:27]=2)=[N:6][C:5]([NH:9][C@H:10]([C:12]2[N:17]=[CH:16][C:15]([F:18])=[CH:14][N:13]=2)[CH3:11])=[C:4]([N+:19]([O-:21])=[O:20])[CH:3]=1, predict the reactants needed to synthesize it. The reactants are: [F:1][C:2]1[CH:3]=[C:4]([N+:19]([O-:21])=[O:20])[C:5]([NH:9][C@H:10]([C:12]2[N:17]=[CH:16][C:15]([F:18])=[CH:14][N:13]=2)[CH3:11])=[N:6][C:7]=1F.[CH3:22][O:23][C:24]1[NH:28][N:27]=[C:26]([NH2:29])[CH:25]=1.